The task is: Predict the reactants needed to synthesize the given product.. This data is from Full USPTO retrosynthesis dataset with 1.9M reactions from patents (1976-2016). (1) Given the product [OH:25][C:23]1[CH:22]=[CH:21][N:20]=[C:19]([N:18]2[C:14](=[O:16])[C:5]3[C:4](=[CH:9][C:8]([C:10]([OH:12])=[O:11])=[CH:7][CH:6]=3)[NH:1][C:2]2=[S:3])[CH:24]=1, predict the reactants needed to synthesize it. The reactants are: [N:1]([C:4]1[CH:9]=[C:8]([C:10]([O:12]C)=[O:11])[CH:7]=[CH:6][C:5]=1[C:14]([O:16]C)=O)=[C:2]=[S:3].[NH2:18][C:19]1[CH:24]=[C:23]([OH:25])[CH:22]=[CH:21][N:20]=1.[OH-].[Na+].Cl. (2) Given the product [CH2:1]([C:8]1[CH:9]=[N:10][C:11]2[C:16]([C:17]=1[C:18]1[CH:19]=[C:20]([NH:24][CH2:36][C:34]3[CH:33]=[C:32]([Cl:38])[N:31]=[C:30]([Cl:29])[CH:35]=3)[CH:21]=[CH:22][CH:23]=1)=[CH:15][CH:14]=[CH:13][C:12]=2[C:25]([F:28])([F:26])[F:27])[C:2]1[CH:3]=[CH:4][CH:5]=[CH:6][CH:7]=1, predict the reactants needed to synthesize it. The reactants are: [CH2:1]([C:8]1[CH:9]=[N:10][C:11]2[C:16]([C:17]=1[C:18]1[CH:19]=[C:20]([NH2:24])[CH:21]=[CH:22][CH:23]=1)=[CH:15][CH:14]=[CH:13][C:12]=2[C:25]([F:28])([F:27])[F:26])[C:2]1[CH:7]=[CH:6][CH:5]=[CH:4][CH:3]=1.[Cl:29][C:30]1[CH:35]=[C:34]([CH:36]=O)[CH:33]=[C:32]([Cl:38])[N:31]=1. (3) Given the product [Cl:21][C:4]1[CH:5]=[C:6]([C:8]([F:20])([C:16]([F:18])([F:19])[F:17])[C:9]([F:15])([F:14])[C:10]([F:13])([F:12])[F:11])[CH:7]=[C:2]([Cl:1])[C:3]=1[N:22]1[CH:26]=[C:25]([C:27]2[CH:32]=[CH:31][C:30]([F:33])=[C:29]([NH2:34])[CH:28]=2)[N:24]=[N:23]1, predict the reactants needed to synthesize it. The reactants are: [Cl:1][C:2]1[CH:7]=[C:6]([C:8]([F:20])([C:16]([F:19])([F:18])[F:17])[C:9]([F:15])([F:14])[C:10]([F:13])([F:12])[F:11])[CH:5]=[C:4]([Cl:21])[C:3]=1[N:22]1[CH:26]=[C:25]([C:27]2[CH:32]=[CH:31][C:30]([F:33])=[C:29]([N+:34]([O-])=O)[CH:28]=2)[N:24]=[N:23]1.[Sn](Cl)(Cl)(Cl)Cl.Cl. (4) Given the product [ClH:23].[CH3:20][O:19][C:15]1[N:14]=[CH:13][C:12]([N:9]2[CH2:8][CH2:7][CH:6]([C:4]([OH:5])=[O:3])[CH2:11][CH2:10]2)=[CH:17][C:16]=1[CH3:18], predict the reactants needed to synthesize it. The reactants are: C([O:3][C:4]([CH:6]1[CH2:11][CH2:10][N:9]([C:12]2[CH:13]=[N:14][C:15]([O:19][CH3:20])=[C:16]([CH3:18])[CH:17]=2)[CH2:8][CH2:7]1)=[O:5])C.[OH-].[Li+].[ClH:23]. (5) Given the product [Cl:1][C:2]1[CH:3]=[C:4]([NH:16][C:17]2[C:26]3[C:21](=[CH:22][CH:23]=[CH:24][C:25]=3[O:27][CH2:35][C:36]([NH2:38])=[O:37])[N:20]=[CH:19][N:18]=2)[CH:5]=[CH:6][C:7]=1[O:8][CH2:9][C:10]1[CH:15]=[CH:14][CH:13]=[CH:12][N:11]=1, predict the reactants needed to synthesize it. The reactants are: [Cl:1][C:2]1[CH:3]=[C:4]([NH:16][C:17]2[C:26]3[C:25]([OH:27])=[CH:24][CH:23]=[CH:22][C:21]=3[N:20]=[CH:19][N:18]=2)[CH:5]=[CH:6][C:7]=1[O:8][CH2:9][C:10]1[CH:15]=[CH:14][CH:13]=[CH:12][N:11]=1.C(=O)([O-])[O-].[K+].[K+].Br[CH2:35][C:36]([NH2:38])=[O:37]. (6) Given the product [CH2:1]([N:3]1[CH2:8][CH2:7][N:6]([C:15]2[CH:14]=[CH:13][C:12]([N+:17]([O-:19])=[O:18])=[CH:11][C:10]=2[F:9])[CH2:5][CH2:4]1)[CH3:2], predict the reactants needed to synthesize it. The reactants are: [CH2:1]([N:3]1[CH2:8][CH2:7][NH:6][CH2:5][CH2:4]1)[CH3:2].[F:9][C:10]1[CH:11]=[C:12]([N+:17]([O-:19])=[O:18])[CH:13]=[CH:14][C:15]=1F.C(=O)([O-])[O-].[K+].[K+]. (7) Given the product [CH3:7][O:8][C:9]1[CH:18]=[C:17]2[C:12]([CH2:13][CH2:14][CH:15]([N:19]([CH2:20][CH2:21][N:22]3[CH2:23][CH2:24][NH:25][CH2:26][CH2:27]3)[CH2:29][CH2:30][CH3:31])[CH2:16]2)=[CH:11][CH:10]=1, predict the reactants needed to synthesize it. The reactants are: [H-].[H-].[H-].[H-].[Li+].[Al+3].[CH3:7][O:8][C:9]1[CH:18]=[C:17]2[C:12]([CH2:13][CH2:14][CH:15]([N:19]([CH2:29][CH2:30][CH3:31])[C:20](=O)[CH2:21][N:22]3[CH2:27][CH2:26][NH:25][CH2:24][CH2:23]3)[CH2:16]2)=[CH:11][CH:10]=1.[OH-].[Na+]. (8) Given the product [OH:1][C:2]1[CH:3]=[CH:4][C:5]([CH:8]([C:9]#[C:10][CH3:11])[CH2:12][C:13]([OH:21])=[O:14])=[CH:6][CH:7]=1, predict the reactants needed to synthesize it. The reactants are: [OH:1][C:2]1[CH:7]=[CH:6][C:5]([CH:8]([CH:12]2C(=O)OC(C)(C)[O:14][C:13]2=[O:21])[C:9]#[C:10][CH3:11])=[CH:4][CH:3]=1.O.[Cl-].[Na+]. (9) Given the product [CH2:55]([O:57][C:58](=[O:61])[CH2:59][NH:60][C:20]([C:17]1[CH:16]=[C:15]([C:10]2[CH:11]=[CH:12][CH:13]=[CH:14][C:9]=2[O:8][CH2:1][C:2]2[CH:3]=[CH:4][CH:5]=[CH:6][CH:7]=2)[O:19][N:18]=1)=[O:22])[CH3:56], predict the reactants needed to synthesize it. The reactants are: [CH2:1]([O:8][C:9]1[CH:14]=[CH:13][CH:12]=[CH:11][C:10]=1[C:15]1[O:19][N:18]=[C:17]([C:20]([OH:22])=O)[CH:16]=1)[C:2]1[CH:7]=[CH:6][CH:5]=[CH:4][CH:3]=1.CCN(C(C)C)C(C)C.C1C=CC2N(O)N=NC=2C=1.CCN=C=NCCCN(C)C.Cl.Cl.[CH2:55]([O:57][C:58](=[O:61])[CH2:59][NH2:60])[CH3:56]. (10) Given the product [Br:1][C:2]1[CH:7]=[CH:6][C:5]([S:8][C:12]([CH3:21])([CH3:20])[C:13]([O:15][C:16]([CH3:19])([CH3:18])[CH3:17])=[O:14])=[CH:4][CH:3]=1, predict the reactants needed to synthesize it. The reactants are: [Br:1][C:2]1[CH:7]=[CH:6][C:5]([SH:8])=[CH:4][CH:3]=1.[OH-].[K+].Br[C:12]([CH3:21])([CH3:20])[C:13]([O:15][C:16]([CH3:19])([CH3:18])[CH3:17])=[O:14].